This data is from Catalyst prediction with 721,799 reactions and 888 catalyst types from USPTO. The task is: Predict which catalyst facilitates the given reaction. Reactant: C(OC([N:8]1[CH2:13][CH2:12][CH:11]([CH2:14][C:15]([O:17][CH2:18][CH3:19])=[O:16])[CH:10]([F:20])[CH2:9]1)=O)(C)(C)C.C(O)(C(F)(F)F)=O. Product: [F:20][CH:10]1[CH:11]([CH2:14][C:15]([O:17][CH2:18][CH3:19])=[O:16])[CH2:12][CH2:13][NH:8][CH2:9]1. The catalyst class is: 2.